Dataset: Full USPTO retrosynthesis dataset with 1.9M reactions from patents (1976-2016). Task: Predict the reactants needed to synthesize the given product. The reactants are: S(O[CH2:6][CH2:7][CH:8]=[C:9]1[C:15]2[CH:16]=[CH:17][CH:18]=[CH:19][C:14]=2[CH2:13][CH2:12][C:11]2[CH:20]=[CH:21][CH:22]=[CH:23][C:10]1=2)(C)(=O)=O.C(OC(=O)C(OCC)CC1C=CC(O)=CC=1)C.C(=O)([O-])[O-].[K+].[K+].CN(C)C=O. Given the product [CH:8](=[C:9]1[C:10]2[CH:23]=[CH:22][CH:21]=[CH:20][C:11]=2[CH2:12][CH2:13][C:14]2[CH:19]=[CH:18][CH:17]=[CH:16][C:15]1=2)[CH:7]=[CH2:6], predict the reactants needed to synthesize it.